This data is from Forward reaction prediction with 1.9M reactions from USPTO patents (1976-2016). The task is: Predict the product of the given reaction. (1) Given the reactants [F:1][C:2]1[CH:3]=[C:4]([C:9]2[O:13][N:12]=[CH:11][C:10]=2[C:14](OCC)=[O:15])[CH:5]=[CH:6][C:7]=1[F:8].[H-].C([Al+]CC(C)C)C(C)C.Cl, predict the reaction product. The product is: [F:1][C:2]1[CH:3]=[C:4]([C:9]2[O:13][N:12]=[CH:11][C:10]=2[CH2:14][OH:15])[CH:5]=[CH:6][C:7]=1[F:8]. (2) The product is: [CH2:15]([N:14]([CH2:19][CH3:18])[C:1](=[O:25])[C:2]1[CH:7]=[CH:6][CH:5]=[CH:4][CH:3]=1)[CH3:16]. Given the reactants [CH:1]([N:14]1[CH2:19][CH2:18]N[CH2:16][CH2:15]1)(C1C=CC=CC=1)[C:2]1[CH:7]=[CH:6][CH:5]=[CH:4][CH:3]=1.C(Br)C=C.C(=O)([O-])[O-:25].[Na+].[Na+], predict the reaction product. (3) Given the reactants Br[C:2]1[C:3]2[N:4]([N:8]=[C:9]([Cl:11])[N:10]=2)[CH:5]=[CH:6][CH:7]=1.[C:12]([O:16][C:17]([N:19]1[CH2:23][CH2:22][CH2:21][CH:20]1[CH2:24][NH2:25])=[O:18])([CH3:15])([CH3:14])[CH3:13], predict the reaction product. The product is: [C:12]([O:16][C:17]([N:19]1[CH2:23][CH2:22][CH2:21][CH:20]1[CH2:24][NH:25][C:2]1[C:3]2[N:4]([N:8]=[C:9]([Cl:11])[N:10]=2)[CH:5]=[CH:6][CH:7]=1)=[O:18])([CH3:15])([CH3:14])[CH3:13]. (4) Given the reactants [Cl:1][C:2]1[C:3]([N:8]2[C:12]([C:13](Cl)=[O:14])=[CH:11][C:10]([C:16]([F:19])([F:18])[F:17])=[N:9]2)=[N:4][CH:5]=[CH:6][CH:7]=1.[NH2:20][C:21]1[C:29]([Cl:30])=[CH:28][CH:27]=[CH:26][C:22]=1[C:23](O)=[O:24].C(N(CC)CC)C.CS(Cl)(=O)=O, predict the reaction product. The product is: [Cl:30][C:29]1[C:21]2[N:20]=[C:13]([C:12]3[N:8]([C:3]4[C:2]([Cl:1])=[CH:7][CH:6]=[CH:5][N:4]=4)[N:9]=[C:10]([C:16]([F:19])([F:18])[F:17])[CH:11]=3)[O:14][C:23](=[O:24])[C:22]=2[CH:26]=[CH:27][CH:28]=1. (5) Given the reactants C([NH:8][C@@H:9]([C:17]([N:19]1[CH2:24][CH2:23][CH:22]([CH:25]2[CH2:30][CH2:29][N:28]([CH3:31])[CH2:27][CH2:26]2)[CH2:21][CH2:20]1)=[O:18])[CH2:10][CH:11]1[CH2:16][CH2:15][CH2:14][CH2:13][CH2:12]1)(OC(C)(C)C)=O.C1(OC)C=CC=CC=1.[ClH:40], predict the reaction product. The product is: [ClH:40].[ClH:40].[CH:11]1([CH2:10][C@H:9]([C:17]([N:19]2[CH2:20][CH2:21][CH:22]([CH:25]3[CH2:26][CH2:27][N:28]([CH3:31])[CH2:29][CH2:30]3)[CH2:23][CH2:24]2)=[O:18])[NH2:8])[CH2:16][CH2:15][CH2:14][CH2:13][CH2:12]1. (6) Given the reactants C[C:2]1[CH:10]=[CH:9][C:5]([C:6]([OH:8])=[O:7])=[C:4]([CH3:11])[C:3]=1[NH2:12].OS(O)(=O)=O.[CH3:18]O, predict the reaction product. The product is: [NH2:12][C:3]1[C:4]([CH3:11])=[C:5]([CH:9]=[CH:10][CH:2]=1)[C:6]([O:8][CH3:18])=[O:7]. (7) Given the reactants [CH3:1][C:2]([OH:6])([C:4]#[CH:5])[CH3:3].[CH3:7][O:8][C:9]1[CH:16]=[CH:15][C:12]([CH:13]=[O:14])=[CH:11][CH:10]=1, predict the reaction product. The product is: [CH3:7][O:8][C:9]1[CH:16]=[CH:15][C:12]([CH:13]([OH:14])[C:5]#[C:4][C:2]([CH3:3])([OH:6])[CH3:1])=[CH:11][CH:10]=1. (8) Given the reactants [F:1][C:2]([F:18])([F:17])[CH:3]([CH2:10][C:11]1[CH:16]=[CH:15][CH:14]=[CH:13][CH:12]=1)[CH2:4][C:5]([O:7]CC)=[O:6].[OH-].[Na+], predict the reaction product. The product is: [F:1][C:2]([F:17])([F:18])[CH:3]([CH2:10][C:11]1[CH:16]=[CH:15][CH:14]=[CH:13][CH:12]=1)[CH2:4][C:5]([OH:7])=[O:6]. (9) Given the reactants [F:1][C:2]([F:19])([F:18])[C:3]([N:5]1[CH2:11][C@@H:10]([CH3:12])[C:9]2[CH:13]=[C:14]([Cl:17])[CH:15]=[CH:16][C:8]=2[CH2:7][CH2:6]1)=[O:4].[Cl:20]N1C(=O)CCC1=O.FC(F)(F)S(O)(=O)=O, predict the reaction product. The product is: [F:19][C:2]([F:18])([F:1])[C:3]([N:5]1[CH2:11][C@@H:10]([CH3:12])[C:9]2[C:13]([Cl:20])=[C:14]([Cl:17])[CH:15]=[CH:16][C:8]=2[CH2:7][CH2:6]1)=[O:4]. (10) Given the reactants [F:1][C:2]1[CH:7]=[CH:6][CH:5]=[CH:4][C:3]=1[O:8][CH3:9].C([Li])(CC)C.CN(C)[CH:17]=[O:18].C(O)(=O)C, predict the reaction product. The product is: [F:1][C:2]1[C:3]([O:8][CH3:9])=[CH:4][CH:5]=[CH:6][C:7]=1[CH:17]=[O:18].